Dataset: Forward reaction prediction with 1.9M reactions from USPTO patents (1976-2016). Task: Predict the product of the given reaction. (1) Given the reactants C[O:2][C:3]([CH:5]1[CH2:8][N:7]([C:9]2[CH:14]=[CH:13][C:12]([C:15]3[CH2:19][C:18]([C:24]4[CH:29]=[C:28]([Cl:30])[C:27]([Cl:31])=[C:26]([Cl:32])[CH:25]=4)([C:20]([F:23])([F:22])[F:21])[O:17][N:16]=3)=[CH:11][C:10]=2[Cl:33])[CH2:6]1)=[O:4].[OH-].[Li+], predict the reaction product. The product is: [Cl:33][C:10]1[CH:11]=[C:12]([C:15]2[CH2:19][C:18]([C:24]3[CH:25]=[C:26]([Cl:32])[C:27]([Cl:31])=[C:28]([Cl:30])[CH:29]=3)([C:20]([F:22])([F:23])[F:21])[O:17][N:16]=2)[CH:13]=[CH:14][C:9]=1[N:7]1[CH2:6][CH:5]([C:3]([OH:4])=[O:2])[CH2:8]1. (2) Given the reactants Br[C:2]1[CH:7]=[CH:6][C:5]([C@@H:8]2[CH2:10][C@H:9]2[N:11]([CH2:19][CH:20]2[CH2:22][CH2:21]2)[C:12](=[O:18])[O:13][C:14]([CH3:17])([CH3:16])[CH3:15])=[CH:4][CH:3]=1.C(N(CC)CC)C, predict the reaction product. The product is: [C:14]([O:13][C:12]([N:11]([CH2:19][CH:20]1[CH2:22][CH2:21]1)[C@@H:9]1[CH2:10][C@H:8]1[C:5]1[CH:6]=[CH:7][C:2]([C:12]([O:13][CH3:14])=[O:18])=[CH:3][CH:4]=1)=[O:18])([CH3:17])([CH3:16])[CH3:15]. (3) Given the reactants [Na].[CH:2]([OH:5])(O)[CH3:3].Cl[C:7]1[N:11]([CH3:12])[C:10]2[CH:13]=[CH:14][CH:15]=[CH:16][C:9]=2[N:8]=1.[OH2:17], predict the reaction product. The product is: [CH3:12][N:11]1[C:10]2[CH:13]=[CH:14][CH:15]=[CH:16][C:9]=2[N:8]=[C:7]1[O:17][CH2:3][CH2:2][OH:5]. (4) Given the reactants [Br:1][C:2]1[CH:22]=[CH:21][C:5]2[C:6]3[N:10]([CH2:11][CH2:12][O:13][C:4]=2[CH:3]=1)[CH:9]=[C:8]([C:14]([NH:16][C:17](=[NH:20])[S:18][CH3:19])=O)[N:7]=3.Cl.[CH:24]([NH:27]N)([CH3:26])[CH3:25], predict the reaction product. The product is: [Br:1][C:2]1[CH:22]=[CH:21][C:5]2[C:6]3[N:10]([CH:9]=[C:8]([C:14]4[N:27]([CH:24]([CH3:26])[CH3:25])[N:20]=[C:17]([S:18][CH3:19])[N:16]=4)[N:7]=3)[CH2:11][CH2:12][O:13][C:4]=2[CH:3]=1. (5) Given the reactants Br[C:2]1[S:6][C:5]2=[N:7][CH:8]=[C:9]([I:10])[N:4]2[N:3]=1.[N:11]1([S:17]([C:20]2[CH:25]=[CH:24][C:23](B(O)O)=[CH:22][CH:21]=2)(=[O:19])=[O:18])[CH2:16][CH2:15][O:14][CH2:13][CH2:12]1.C([O-])([O-])=O.[Na+].[Na+], predict the reaction product. The product is: [I:10][C:9]1[N:4]2[C:5]([S:6][C:2]([C:23]3[CH:24]=[CH:25][C:20]([S:17]([N:11]4[CH2:12][CH2:13][O:14][CH2:15][CH2:16]4)(=[O:18])=[O:19])=[CH:21][CH:22]=3)=[N:3]2)=[N:7][CH:8]=1. (6) Given the reactants [F:1][C:2]1[CH:7]=[C:6]([N:8]2[CH2:12][CH2:11][NH:10][C:9]2=[O:13])[CH:5]=[CH:4][C:3]=1[N:14]1[CH:19]=[C:18]([O:20][CH3:21])[C:17](=[O:22])[C:16]([C:23]2[N:27]([C:28]3[CH:33]=[CH:32][CH:31]=[CH:30][CH:29]=3)[N:26]=[CH:25][CH:24]=2)=[N:15]1.I[CH3:35].[H-].[Na+], predict the reaction product. The product is: [F:1][C:2]1[CH:7]=[C:6]([N:8]2[CH2:12][CH2:11][N:10]([CH3:35])[C:9]2=[O:13])[CH:5]=[CH:4][C:3]=1[N:14]1[CH:19]=[C:18]([O:20][CH3:21])[C:17](=[O:22])[C:16]([C:23]2[N:27]([C:28]3[CH:29]=[CH:30][CH:31]=[CH:32][CH:33]=3)[N:26]=[CH:25][CH:24]=2)=[N:15]1.